From a dataset of Peptide-MHC class I binding affinity with 185,985 pairs from IEDB/IMGT. Regression. Given a peptide amino acid sequence and an MHC pseudo amino acid sequence, predict their binding affinity value. This is MHC class I binding data. (1) The peptide sequence is RTYSLLNRK. The MHC is HLA-A80:01 with pseudo-sequence HLA-A80:01. The binding affinity (normalized) is 0.0847. (2) The peptide sequence is AMKDRFQPL. The MHC is BoLA-AW10 with pseudo-sequence BoLA-AW10. The binding affinity (normalized) is 0.0641. (3) The peptide sequence is SVDEEGCGPL. The MHC is HLA-A02:02 with pseudo-sequence HLA-A02:02. The binding affinity (normalized) is 0.113. (4) The peptide sequence is KNDAVYIGY. The MHC is HLA-B58:01 with pseudo-sequence HLA-B58:01. The binding affinity (normalized) is 0.0847. (5) The peptide sequence is FPYEGGKVF. The MHC is HLA-B57:01 with pseudo-sequence HLA-B57:01. The binding affinity (normalized) is 0.0847. (6) The binding affinity (normalized) is 0.242. The MHC is Mamu-B17 with pseudo-sequence Mamu-B17. The peptide sequence is HGIDVTDLF. (7) The peptide sequence is KSLFNTIAVLY. The MHC is HLA-A02:01 with pseudo-sequence HLA-A02:01. The binding affinity (normalized) is 0.409.